Dataset: Full USPTO retrosynthesis dataset with 1.9M reactions from patents (1976-2016). Task: Predict the reactants needed to synthesize the given product. (1) Given the product [Cl:1][C:2]1[CH:7]=[CH:6][C:5]([C:8]2[N:9]=[C:10]3[CH:15]=[CH:14][C:13]([F:42])=[CH:12][N:11]3[C:16]=2[CH2:17][C:18]2[N:22]=[C:21]([C:23]([NH2:25])=[O:24])[O:20][N:19]=2)=[CH:4][CH:3]=1, predict the reactants needed to synthesize it. The reactants are: [Cl:1][C:2]1[CH:7]=[CH:6][C:5]([C:8]2[N:9]=[C:10]3[CH:15]=[CH:14][CH:13]=[CH:12][N:11]3[C:16]=2[CH2:17][C:18]2[N:22]=[C:21]([C:23]([NH:25]N)=[O:24])[O:20][N:19]=2)=[CH:4][CH:3]=1.ClC1C=CC(C2N=C3C=CC([F:42])=CN3C=2CC2N=C(C(OCC)=O)ON=2)=CC=1.N. (2) Given the product [CH3:17][N:18]([CH3:25])[CH2:19][CH2:20][CH2:21][C:6]([N:8]1[CH2:15][C:14](=[CH2:16])[CH2:13][C@H:9]1[C:10]([NH:41][C:37]1[CH:38]=[CH:39][C:40]2[N:28]([CH2:26][CH3:27])[C:29]3[C:34]([C:35]=2[CH:36]=1)=[CH:33][CH:32]=[CH:31][CH:30]=3)=[O:12])=[O:7], predict the reactants needed to synthesize it. The reactants are: C(O[C:6]([N:8]1[CH2:15][C:14](=[CH2:16])[CH2:13][C@H:9]1[C:10]([OH:12])=O)=[O:7])(C)(C)C.[CH3:17][N:18]([CH3:25])[CH2:19][CH2:20][CH2:21]C(Cl)=O.[CH2:26]([N:28]1[C:40]2[CH:39]=[CH:38][C:37]([NH2:41])=[CH:36][C:35]=2[C:34]2[C:29]1=[CH:30][CH:31]=[CH:32][CH:33]=2)[CH3:27]. (3) The reactants are: IC1C=CC(C(Cl)=O)=CC=1.[CH3:11][O:12][C:13]1[CH:14]=[C:15]2[C:20](=[CH:21][C:22]=1[O:23][CH3:24])[N:19]=[CH:18][CH:17]=[C:16]2[O:25][C:26]1[CH:32]=[CH:31][C:29]([NH2:30])=[CH:28][C:27]=1[F:33].[I:34][C:35]1[CH:40]=[CH:39][C:38]([C:41]([N:43]=[C:44]=[S:45])=[O:42])=[CH:37][CH:36]=1. Given the product [I:34][C:35]1[CH:36]=[CH:37][C:38]([C:41]([N:43]=[C:44]=[S:45])=[O:42])=[CH:39][CH:40]=1.[CH3:11][O:12][C:13]1[CH:14]=[C:15]2[C:20](=[CH:21][C:22]=1[O:23][CH3:24])[N:19]=[CH:18][CH:17]=[C:16]2[O:25][C:26]1[CH:32]=[CH:31][C:29]([NH:30][C:44]([NH:43][C:41](=[O:42])[C:38]2[CH:39]=[CH:40][C:35]([I:34])=[CH:36][CH:37]=2)=[S:45])=[CH:28][C:27]=1[F:33], predict the reactants needed to synthesize it. (4) The reactants are: [NH2:1][C:2]1[N:3]([C:16]2[C:17]([CH3:27])=[C:18]([CH:24]=[CH:25][CH:26]=2)[O:19][CH2:20][C:21](O)=[O:22])[N:4]=[C:5]2[C:14]3[CH:13]=[CH:12][CH:11]=[CH:10][C:9]=3[NH:8][C:7](=[O:15])[C:6]=12.[CH3:28][S:29]([NH2:32])(=[O:31])=[O:30]. Given the product [NH2:1][C:2]1[N:3]([C:16]2[C:17]([CH3:27])=[C:18]([CH:24]=[CH:25][CH:26]=2)[O:19][CH2:20][C:21]([NH:32][S:29]([CH3:28])(=[O:31])=[O:30])=[O:22])[N:4]=[C:5]2[C:14]3[CH:13]=[CH:12][CH:11]=[CH:10][C:9]=3[NH:8][C:7](=[O:15])[C:6]=12, predict the reactants needed to synthesize it. (5) Given the product [CH2:31]([N:8]1[C:9](=[O:26])[C:10]([CH2:11][C:12]2[CH:17]=[CH:16][C:15]([C:18]3[CH:23]=[CH:22][CH:21]=[CH:20][C:19]=3[C:24]3[NH:37][C:38](=[O:41])[O:39][N:25]=3)=[CH:14][CH:13]=2)=[C:5]([CH2:1][CH2:2][CH2:3][CH3:4])[N:6]=[C:7]1[CH3:27])[CH2:32][CH2:33][CH3:34], predict the reactants needed to synthesize it. The reactants are: [CH2:1]([C:5]1[N:6]=[C:7]([CH3:27])[NH:8][C:9](=[O:26])[C:10]=1[CH2:11][C:12]1[CH:17]=[CH:16][C:15]([C:18]2[C:19]([C:24]#[N:25])=[CH:20][CH:21]=[CH:22][CH:23]=2)=[CH:14][CH:13]=1)[CH2:2][CH2:3][CH3:4].[H-].[Na+].I[CH2:31][CH2:32][CH2:33][CH3:34].[Cl-].O[NH3+:37].[C:38](=[O:41])([O-])[OH:39].[Na+]. (6) The reactants are: Cl[C:2]1[CH:3]=[C:4]([CH:10]=[C:11]([O:13][CH3:14])[N:12]=1)[C:5]([O:7]CC)=[O:6].[CH3:15][N:16](C)C(=O)C. Given the product [C:15]([C:2]1[CH:3]=[C:4]([CH:10]=[C:11]([O:13][CH3:14])[N:12]=1)[C:5]([OH:7])=[O:6])#[N:16], predict the reactants needed to synthesize it.